This data is from Reaction yield outcomes from USPTO patents with 853,638 reactions. The task is: Predict the reaction yield, written as a fraction of the theoretical maximum amount of product (1.0 means a 100% yield; for example, 0.34 means a 34% yield). (1) The reactants are [OH-].[Na+].[NH2:3][C:4]1[C:12]2[C:7](=[CH:8][CH:9]=[CH:10][CH:11]=2)[C:6]([C:21]2[CH:22]=[C:23]([OH:27])[CH:24]=[CH:25][CH:26]=2)([C:13]2[CH:18]=[C:17]([Cl:19])[N:16]=[C:15]([Cl:20])[CH:14]=2)[N:5]=1.[Cl:28][C:29]1[N:33]([CH3:34])[N:32]=[C:31]([CH3:35])[C:30]=1[S:36](Cl)(=[O:38])=[O:37]. The catalyst is O1CCCC1. The product is [Cl:28][C:29]1[N:33]([CH3:34])[N:32]=[C:31]([CH3:35])[C:30]=1[S:36]([O:27][C:23]1[CH:24]=[CH:25][CH:26]=[C:21]([C:6]2([C:13]3[CH:14]=[C:15]([Cl:20])[N:16]=[C:17]([Cl:19])[CH:18]=3)[C:7]3[C:12](=[CH:11][CH:10]=[CH:9][CH:8]=3)[C:4]([NH2:3])=[N:5]2)[CH:22]=1)(=[O:37])=[O:38]. The yield is 0.280. (2) The reactants are [Cl:1][C:2]1[CH:7]=[CH:6][C:5]([CH2:8]Cl)=[CH:4][N:3]=1.[NH:10]1[CH:14]=[CH:13][N:12]=[CH:11]1.C(=O)([O-])[O-].[K+].[K+]. The catalyst is C(#N)C. The product is [Cl:1][C:2]1[CH:7]=[CH:6][C:5]([CH2:8][N:10]2[CH:14]=[CH:13][N:12]=[CH:11]2)=[CH:4][N:3]=1. The yield is 0.690. (3) The reactants are [CH2:1]1[C:9]2[C:4](=[CH:5][CH:6]=[CH:7][CH:8]=2)[CH2:3][CH:2]1[NH:10][C:11]1[N:12]=[CH:13][C:14]2[CH2:20][N:19]([C:21]([C:23]3[CH:28]=[C:27]([C:29]#[C:30][Si](C)(C)C)[CH:26]=[CH:25][N:24]=3)=[O:22])[CH2:18][CH2:17][C:15]=2[N:16]=1.[Na].O=C1O[C@H]([C@H](CO)O)C(O)=C1O.[N:48]([Si](C)(C)C)=[N+:49]=[N-:50]. The product is [CH2:1]1[C:9]2[C:4](=[CH:5][CH:6]=[CH:7][CH:8]=2)[CH2:3][CH:2]1[NH:10][C:11]1[N:12]=[CH:13][C:14]2[CH2:20][N:19]([C:21]([C:23]3[CH:28]=[C:27]([C:29]4[NH:50][N:49]=[N:48][CH:30]=4)[CH:26]=[CH:25][N:24]=3)=[O:22])[CH2:18][CH2:17][C:15]=2[N:16]=1. The catalyst is CN(C)C=O.O.O.O.O.O.O.S([O-])([O-])(=O)=O.[Cu+2]. The yield is 0.220. (4) The catalyst is C1C=CC(/C=C/C(/C=C/C2C=CC=CC=2)=O)=CC=1.C1C=CC(/C=C/C(/C=C/C2C=CC=CC=2)=O)=CC=1.C1C=CC(/C=C/C(/C=C/C2C=CC=CC=2)=O)=CC=1.[Pd].[Pd].O1CCOCC1. The product is [CH3:26][N:24]1[CH:25]=[C:20]([B:10]2[O:11][C:12]([CH3:17])([CH3:18])[C:13]([CH3:15])([CH3:16])[O:14]2)[CH:21]=[C:22]([NH:28][C:29]2[CH:34]=[CH:33][N:32]=[C:31]([CH3:35])[N:30]=2)[C:23]1=[O:27]. The yield is 0.840. The reactants are [B:10]1([B:10]2[O:14][C:13]([CH3:16])([CH3:15])[C:12]([CH3:18])([CH3:17])[O:11]2)[O:14][C:13]([CH3:16])([CH3:15])[C:12]([CH3:18])([CH3:17])[O:11]1.Br[C:20]1[CH:21]=[C:22]([NH:28][C:29]2[CH:34]=[CH:33][N:32]=[C:31]([CH3:35])[N:30]=2)[C:23](=[O:27])[N:24]([CH3:26])[CH:25]=1.CC(C1C=C(C(C)C)C(C2C=CC=CC=2P(C2CCCCC2)C2CCCCC2)=C(C(C)C)C=1)C.C([O-])(=O)C.[K+].